Dataset: Reaction yield outcomes from USPTO patents with 853,638 reactions. Task: Predict the reaction yield, written as a fraction of the theoretical maximum amount of product (1.0 means a 100% yield; for example, 0.34 means a 34% yield). (1) The reactants are [CH3:1][O:2][C:3](=[O:21])[C:4]1[CH:9]=[CH:8][C:7]([NH:10][C@@H:11]2[CH2:16][CH2:15][CH2:14][CH2:13][C@H:12]2[CH3:17])=[C:6]([N+:18]([O-])=O)[CH:5]=1. The catalyst is C(O)C.[Pd]. The product is [CH3:1][O:2][C:3](=[O:21])[C:4]1[CH:9]=[CH:8][C:7]([NH:10][C@@H:11]2[CH2:16][CH2:15][CH2:14][CH2:13][C@H:12]2[CH3:17])=[C:6]([NH2:18])[CH:5]=1. The yield is 0.990. (2) The yield is 0.400. The reactants are [Cl:1][CH2:2][C:3](Cl)=O.[Cl:6][C:7]1[N:12]=[CH:11][C:10]([NH2:13])=[C:9]([NH:14][CH:15]([CH3:17])[CH3:16])[CH:8]=1.CCN(CC)CC. The catalyst is C(Cl)Cl. The product is [Cl:6][C:7]1[N:12]=[CH:11][C:10]2[N:13]=[C:3]([CH2:2][Cl:1])[N:14]([CH:15]([CH3:17])[CH3:16])[C:9]=2[CH:8]=1. (3) The reactants are [CH3:1][O:2][C@H:3]1[C@H:8]([NH:9][C:10](=[O:16])[O:11][C:12]([CH3:15])([CH3:14])[CH3:13])[CH2:7][CH2:6][NH:5][CH2:4]1.[O:17]=[C:18]1[CH:27]=[CH:26][C:25]2[C:20](=[CH:21][C:22]([C:28]#[N:29])=[CH:23][CH:24]=2)[N:19]1[CH2:30][CH:31]=O.C(O[BH-](OC(=O)C)OC(=O)C)(=O)C.[Na+]. The catalyst is CO.C(Cl)(Cl)Cl. The product is [C:28]([C:22]1[CH:21]=[C:20]2[C:25]([CH:26]=[CH:27][C:18](=[O:17])[N:19]2[CH2:30][CH2:31][N:5]2[CH2:6][CH2:7][C@H:8]([NH:9][C:10](=[O:16])[O:11][C:12]([CH3:13])([CH3:15])[CH3:14])[C@@H:3]([O:2][CH3:1])[CH2:4]2)=[CH:24][CH:23]=1)#[N:29]. The yield is 0.620. (4) The reactants are C(N(C(C)C)CC)(C)C.CN(C(ON1N=NC2C=CC=CC1=2)=[N+](C)C)C.F[P-](F)(F)(F)(F)F.[CH3:34][N:35]([CH3:41])[C@H:36]1[CH2:40][CH2:39][NH:38][CH2:37]1.[CH2:42]([O:44][C:45](=[O:58])[CH2:46][CH2:47][N:48]1[CH:52]=[CH:51][N:50]=[C:49]1[CH2:53][CH2:54][C:55](O)=[O:56])[CH3:43]. The catalyst is ClCCl. The product is [CH3:34][N:35]([CH3:41])[C@H:36]1[CH2:40][CH2:39][N:38]([C:55](=[O:56])[CH2:54][CH2:53][C:49]2[N:48]([CH2:47][CH2:46][C:45]([O:44][CH2:42][CH3:43])=[O:58])[CH:52]=[CH:51][N:50]=2)[CH2:37]1. The yield is 0.920.